This data is from Antibody developability classification from SAbDab with 2,409 antibodies. The task is: Regression/Classification. Given an antibody's heavy chain and light chain sequences, predict its developability. TAP uses regression for 5 developability metrics; SAbDab uses binary classification. (1) The antibody is ['EVQLVESGGGLVQPGGSLRLSCAASGFTISGYGIHWVRQAPGKGLEWVAYIYPDSGYTDYADSVKGRFTISADTSKNTAYLQMNSLRAEDTAVYYCAREDFRNRRRLWYVMDYWGQGTLVTVSS', 'DIQMTQSPSSLSASVGDRVTITCRASQDVSTAVAWYQQKPGKAPKLLIYSASFLYSGVPSRFSGSGSGTDFTLTISSLQPEDFATYYCQQAWAYLPTFGQGTKVEIK']. Result: 1 (developable). (2) The antibody is ['2atk', 'PROT_7E7F8549']. Result: 0 (not developable). (3) Result: 0 (not developable). The antibody is ['EVQLVESGGGLVQPGGSLRLSCVTSGFTFRKFGMSWVRQAPGKGLEWVASIVTGGRKTYYSDSVKGRFTISRDNSKNTLYLQMNSLRAEDTAVYYCTRGYSSTSYAMDYWGQGTLVTVSS', 'DIVLTQSPATLSLSPGERATLSCMTSTDIDDDMNWYQQKPGQAPRLLISEGNTLRPGVPARFSGSGSGTDFTLTISSLEPEDFAVYYCLQSFNVPLTFGQGTKVEIK']. (4) The antibody is ['EVQLVESGGGLVKAGGSLILSCGVSNFRISAHTMNWVRRVPGGGLEWVASISTSSTYRDYADAVKGRFTVSRDDLEDFVYLQMHKMRVEDTAIYYCARKGSDRLSDNDPFDAWGPGTVVTVSP', 'DVVMTQSPSTLSASVGDTITITCRASQSIETWLAWYQQKPGKAPKLLIYKASTLKTGVPSRFSGSGSGTEFTLTISGLQFDDFATYHCQHYAGYSATFGQGTRVEIK']. Result: 0 (not developable). (5) Result: 0 (not developable). The antibody is ['QIQLVQSGPELKKPGKTVKISCKASDYTFTDYSLHWVKQAPGKGLKWMGWINTETGDPAYADDFKGRFAFSLETSVRTAYLQINNLKNEDTAIYFCAREDDGLASWGQGTTLTVSS', 'QIVLTQSPAIMSASPGEKVTMTCSASSTVSYMYWYQQKPGSSPRFLISDTSNLASGVPVRFSGSGSGTSYSLTISRIEAEDAATYYCQHWSSYPLTFGGGTKLELK'].